Dataset: Reaction yield outcomes from USPTO patents with 853,638 reactions. Task: Predict the reaction yield, written as a fraction of the theoretical maximum amount of product (1.0 means a 100% yield; for example, 0.34 means a 34% yield). (1) The reactants are Br[C:2]1[N:7]=[CH:6][CH:5]=[CH:4][N:3]=1.[Cl:8][C:9]1[CH:14]=[CH:13][C:12](B(O)O)=[CH:11][C:10]=1[C:18]([O:20][CH3:21])=[O:19].C1(P(C2C=CC=CC=2)C2C=CC=CC=2)C=CC=CC=1. The catalyst is C1COCC1.C([O-])(=O)C.[Pd+2].C([O-])(=O)C. The product is [Cl:8][C:9]1[CH:14]=[CH:13][C:12]([C:2]2[N:7]=[CH:6][CH:5]=[CH:4][N:3]=2)=[CH:11][C:10]=1[C:18]([O:20][CH3:21])=[O:19]. The yield is 0.420. (2) The reactants are COCCN(S(F)(F)F)CCOC.[Cl:14][C:15]1[CH:16]=[C:17]([CH:28]=[CH:29][CH:30]=1)[C:18]([NH:20][CH:21]([CH2:26][OH:27])[C:22]([O:24][CH3:25])=[O:23])=O.BrC(Cl)(Cl)Cl.C1CCN2C(=NCCC2)CC1. The catalyst is C(Cl)Cl. The product is [Cl:14][C:15]1[CH:16]=[C:17]([C:18]2[O:27][CH:26]=[C:21]([C:22]([O:24][CH3:25])=[O:23])[N:20]=2)[CH:28]=[CH:29][CH:30]=1. The yield is 0.590. (3) The product is [ClH:33].[ClH:33].[CH3:1][O:2][C:3]1[CH:8]=[CH:7][CH:6]=[CH:5][C:4]=1[N:9]1[CH2:10][CH2:11][N:12]([CH2:15][CH2:16][C:17]([C:25]([CH:27]2[CH2:32][CH2:31][CH2:30][CH2:29][CH2:28]2)=[O:26])([C:19]2[CH:20]=[CH:21][CH:22]=[CH:23][CH:24]=2)[CH3:18])[CH2:13][CH2:14]1. The catalyst is CO. The yield is 0.760. The reactants are [CH3:1][O:2][C:3]1[CH:8]=[CH:7][CH:6]=[CH:5][C:4]=1[N:9]1[CH2:14][CH2:13][N:12]([CH2:15][CH2:16][C:17]([C:25]([CH:27]2[CH2:32][CH2:31][CH2:30][CH2:29][CH2:28]2)=[O:26])([C:19]2[CH:24]=[CH:23][CH:22]=[CH:21][CH:20]=2)[CH3:18])[CH2:11][CH2:10]1.[ClH:33].C(OCC)C. (4) The product is [Cl:1][C:2]1[CH:3]=[C:4]([C@H:9]([CH2:21][CH2:22][N:35]2[CH2:36][CH2:37][C:32]([C:30]([N:24]3[CH2:25][CH2:26][CH2:27][CH2:28][CH2:29]3)=[O:31])([N:38]3[CH2:39][CH2:40][CH2:41][CH2:42][CH2:43]3)[CH2:33][CH2:34]2)[CH2:10][N:11]([CH3:20])[C:12](=[O:19])[C:13]2[CH:14]=[CH:15][CH:16]=[CH:17][CH:18]=2)[CH:5]=[CH:6][C:7]=1[Cl:8]. The yield is 1.00. The reactants are [Cl:1][C:2]1[CH:3]=[C:4]([C@H:9]([CH2:21][CH:22]=O)[CH2:10][N:11]([CH3:20])[C:12](=[O:19])[C:13]2[CH:18]=[CH:17][CH:16]=[CH:15][CH:14]=2)[CH:5]=[CH:6][C:7]=1[Cl:8].[N:24]1([C:30]([C:32]2([N:38]3[CH2:43][CH2:42][CH2:41][CH2:40][CH2:39]3)[CH2:37][CH2:36][NH:35][CH2:34][CH2:33]2)=[O:31])[CH2:29][CH2:28][CH2:27][CH2:26][CH2:25]1.C1(N)C(F)=C(F)C(F)=C(N)C=1F.Cl.Cl.C(O)(=O)C.C(O[BH-](OC(=O)C)OC(=O)C)(=O)C.[Na+]. The catalyst is C(Cl)Cl.C(OCC)(=O)C.